This data is from Reaction yield outcomes from USPTO patents with 853,638 reactions. The task is: Predict the reaction yield, written as a fraction of the theoretical maximum amount of product (1.0 means a 100% yield; for example, 0.34 means a 34% yield). (1) The reactants are CN(C)C1C=CC=CC=1.[Br:10][C:11]1[S:26][C:14]2[O:15][C:16]3[CH:24]=[C:23]([CH3:25])[CH:22]=[CH:21][C:17]=3[NH:18][C:19](=O)[C:13]=2[CH:12]=1.P(Cl)(Cl)([Cl:29])=O.C1(C)C=CC=CC=1. The catalyst is COC1C=CC=CC=1. The product is [Br:10][C:11]1[S:26][C:14]2[O:15][C:16]3[CH:24]=[C:23]([CH3:25])[CH:22]=[CH:21][C:17]=3[N:18]=[C:19]([Cl:29])[C:13]=2[CH:12]=1. The yield is 1.00. (2) The reactants are [C:1]([O:5][C:6]([NH:8][CH2:9][C:10]([OH:12])=O)=[O:7])([CH3:4])([CH3:3])[CH3:2].CCN(C(C)C)C(C)C.CN(C(ON1N=NC2C=CC=CC1=2)=[N+](C)C)C.F[P-](F)(F)(F)(F)F.[CH3:46][O:47][C:48]([C@H:50]1[NH:54][CH2:53][C@H:52]([OH:55])[CH2:51]1)=[O:49].Cl. The catalyst is CN(C=O)C. The product is [CH3:46][O:47][C:48](=[O:49])[C@@H:50]1[CH2:51][C@@H:52]([OH:55])[CH2:53][N:54]1[C:10](=[O:12])[CH2:9][NH:8][C:6]([O:5][C:1]([CH3:2])([CH3:3])[CH3:4])=[O:7]. The yield is 0.800. (3) The reactants are [Cl:1][C:2]1[CH:31]=[CH:30][C:5]2[N:6]3[C:10]([CH2:11][N:12]([CH2:15][C:16]4[CH:21]=[CH:20][C:19]([O:22][CH3:23])=[CH:18][C:17]=4[O:24][CH3:25])[C:13](=[O:14])[C:4]=2[CH:3]=1)=[C:9]([C:26]([NH:28][OH:29])=[NH:27])[N:8]=[CH:7]3.[O-2].[Mg+2].[CH:34]1([C:37](Cl)=O)[CH2:36][CH2:35]1. The catalyst is O1CCOCC1. The product is [Cl:1][C:2]1[CH:31]=[CH:30][C:5]2[N:6]3[C:10]([CH2:11][N:12]([CH2:15][C:16]4[CH:21]=[CH:20][C:19]([O:22][CH3:23])=[CH:18][C:17]=4[O:24][CH3:25])[C:13](=[O:14])[C:4]=2[CH:3]=1)=[C:9]([C:26]1[N:27]=[C:37]([CH:34]2[CH2:36][CH2:35]2)[O:29][N:28]=1)[N:8]=[CH:7]3. The yield is 0.390. (4) The reactants are [CH3:1][N:2]1[C:10]2[CH:9]=[CH:8][CH:7]=[C:6]([CH:11]=O)[C:5]=2[CH:4]=[CH:3]1.[CH3:13][NH2:14].[BH4-].[Na+].O. The catalyst is CO. The product is [CH3:13][NH:14][CH2:11][C:6]1[CH:7]=[CH:8][CH:9]=[C:10]2[C:5]=1[CH:4]=[CH:3][N:2]2[CH3:1]. The yield is 0.920. (5) The reactants are [CH3:1][O:2][C:3]1[CH:4]=[C:5]([CH:10]=[CH:11][C:12]=1[O:13][CH3:14])[O:6][CH2:7][CH2:8]O.C1(P(C2C=CC=CC=2)C2C=CC=CC=2)C=CC=CC=1.C(Br)(Br)(Br)[Br:35].N#N. The catalyst is C(Cl)Cl.CCOC(C)=O. The product is [Br:35][CH2:8][CH2:7][O:6][C:5]1[CH:10]=[CH:11][C:12]([O:13][CH3:14])=[C:3]([O:2][CH3:1])[CH:4]=1. The yield is 0.850. (6) The reactants are [C:1]1([C@@H:11]([NH2:13])[CH3:12])[C:10]2[C:5](=[CH:6][CH:7]=[CH:8][CH:9]=2)[CH:4]=[CH:3][CH:2]=1.C([O-])([O-])=O.[K+].[K+].Br[CH:21]([CH2:26]Br)[C:22]([O:24][CH3:25])=[O:23]. The catalyst is C(#N)C. The product is [CH3:25][O:24][C:22]([CH:21]1[CH2:26][N:13]1[CH:11]([C:1]1[C:10]2[C:5](=[CH:6][CH:7]=[CH:8][CH:9]=2)[CH:4]=[CH:3][CH:2]=1)[CH3:12])=[O:23]. The yield is 0.780. (7) The yield is 0.0620. The catalyst is C(O)C. The product is [CH3:10][O:9][C:8]1[CH:7]=[C:6]2[C:5](=[CH:4][C:3]=1[O:2][CH3:1])[N:14]=[C:12]([NH2:13])[CH2:11]2. The reactants are [CH3:1][O:2][C:3]1[C:8]([O:9][CH3:10])=[CH:7][C:6]([CH2:11][C:12]#[N:13])=[C:5]([N+:14]([O-])=O)[CH:4]=1.[Sn](Cl)(Cl)(Cl)Cl. (8) The reactants are [N+:1]([C:4]1[CH:11]=[CH:10][C:7]([CH2:8]Br)=[CH:6][CH:5]=1)([O-:3])=[O:2].[CH2:12]([O:19][C:20]([CH2:22]N1CCCN2CCCN(CCCN([CH2:22][C:20]([O:19][CH2:12][C:13]3C=CC=CC=3)=[O:21])CC2)CC1)=[O:21])[C:13]1C=CC=CC=1.[C:51]([O-:54])([O-:53])=O.[K+].[K+].[CH3:57][C:58](C)=O. No catalyst specified. The product is [N+:1]([C:4]1[CH:11]=[CH:10][C:7]([CH2:8][CH:22]([C:20]([O:19][CH2:12][CH3:13])=[O:21])[C:51]([O:54][CH2:57][CH3:58])=[O:53])=[CH:6][CH:5]=1)([O-:3])=[O:2]. The yield is 0.880. (9) The reactants are [C:1]([NH:24][CH2:25][CH2:26][NH:27][C:28](=[O:35])/[CH:29]=[CH:30]/[C:31]([O:33]C)=[O:32])(=[O:23])[CH2:2][CH2:3]/[CH:4]=[CH:5]\[CH2:6]/[CH:7]=[CH:8]\[CH2:9]/[CH:10]=[CH:11]\[CH2:12]/[CH:13]=[CH:14]\[CH2:15]/[CH:16]=[CH:17]\[CH2:18]/[CH:19]=[CH:20]\[CH2:21][CH3:22].[OH-].[Na+]. The catalyst is C1COCC1. The product is [C:1]([NH:24][CH2:25][CH2:26][NH:27][C:28](=[O:35])/[CH:29]=[CH:30]/[C:31]([OH:33])=[O:32])(=[O:23])[CH2:2][CH2:3]/[CH:4]=[CH:5]\[CH2:6]/[CH:7]=[CH:8]\[CH2:9]/[CH:10]=[CH:11]\[CH2:12]/[CH:13]=[CH:14]\[CH2:15]/[CH:16]=[CH:17]\[CH2:18]/[CH:19]=[CH:20]\[CH2:21][CH3:22]. The yield is 0.970. (10) The reactants are [CH2:1]([O:8][C:9]([N:11]1[CH2:20][CH2:19][C:18]2[C:13](=[CH:14][CH:15]=[C:16](B(O)O)[CH:17]=2)[CH2:12]1)=[O:10])[C:2]1[CH:7]=[CH:6][CH:5]=[CH:4][CH:3]=1.N1C=CC=CC=1.[C:30]([C:34]1[CH:38]=[C:37]([C:39]([O:41][CH2:42][CH3:43])=[O:40])[NH:36][N:35]=1)([CH3:33])([CH3:32])[CH3:31]. The catalyst is C(Cl)Cl.O.CC([O-])=O.CC([O-])=O.[Cu+2]. The product is [C:30]([C:34]1[CH:38]=[C:37]([C:39]([O:41][CH2:42][CH3:43])=[O:40])[N:36]([C:16]2[CH:17]=[C:18]3[C:13](=[CH:14][CH:15]=2)[CH2:12][N:11]([C:9]([O:8][CH2:1][C:2]2[CH:7]=[CH:6][CH:5]=[CH:4][CH:3]=2)=[O:10])[CH2:20][CH2:19]3)[N:35]=1)([CH3:33])([CH3:31])[CH3:32]. The yield is 0.480.